This data is from Full USPTO retrosynthesis dataset with 1.9M reactions from patents (1976-2016). The task is: Predict the reactants needed to synthesize the given product. (1) Given the product [CH2:3]([C:4]1[CH:5]=[CH:6][CH:7]=[CH:8][CH:9]=1)[CH:2]=[CH:34][CH2:35][CH2:36]/[CH:37]=[CH:38]/[CH2:39][CH2:40][CH2:41][CH2:42][CH3:43], predict the reactants needed to synthesize it. The reactants are: [Br-].[CH2:2]([P+](C1C=CC=CC=1)(C1C=CC=CC=1)C1C=CC=CC=1)[CH2:3][C:4]1[CH:9]=[CH:8][CH:7]=[CH:6][CH:5]=1.[Li]CCCC.[CH:34](=O)[CH2:35][CH2:36]/[CH:37]=[CH:38]/[CH2:39][CH2:40][CH2:41][CH2:42][CH3:43]. (2) Given the product [CH3:1][C:2]1[C:6]([C:7]([N:44]2[CH2:49][CH2:48][CH2:47][CH2:46][CH2:45]2)=[O:8])=[CH:5][N:4]([C:10]2[CH:15]=[CH:14][N:13]=[C:12]3[N:16]([CH2:19][O:20][CH2:21][CH2:22][Si:23]([CH3:24])([CH3:25])[CH3:26])[CH:17]=[CH:18][C:11]=23)[N:3]=1, predict the reactants needed to synthesize it. The reactants are: [CH3:1][C:2]1[C:6]([C:7](O)=[O:8])=[CH:5][N:4]([C:10]2[CH:15]=[CH:14][N:13]=[C:12]3[N:16]([CH2:19][O:20][CH2:21][CH2:22][Si:23]([CH3:26])([CH3:25])[CH3:24])[CH:17]=[CH:18][C:11]=23)[N:3]=1.C1N=CN(C(N2C=NC=C2)=O)C=1.C1COCC1.[NH:44]1[CH2:49][CH2:48][CH2:47][CH2:46][CH2:45]1. (3) The reactants are: [CH3:1][Si:2]([C:5]#[CH:6])([CH3:4])[CH3:3].C1(P(C2C=CC=CC=2)C2C=CC=CC=2)C=CC=CC=1.C(=O)([O-])[O-].[K+].[K+].Br[C:33]1[CH:34]=[CH:35][C:36]([S:40][CH2:41][CH3:42])=[C:37]([CH:39]=1)[NH2:38]. Given the product [CH2:41]([S:40][C:36]1[CH:35]=[CH:34][C:33]([C:6]#[C:5][Si:2]([CH3:4])([CH3:3])[CH3:1])=[CH:39][C:37]=1[NH2:38])[CH3:42], predict the reactants needed to synthesize it. (4) Given the product [F:23][C:16]1[CH:17]=[C:18]([O:21][CH3:22])[CH:19]=[CH:20][C:15]=1[C:12]1[CH:13]=[C:14]2[C:9](=[CH:10][C:11]=1[CH3:24])[NH:8][N:7]=[C:6]2[C:4]([OH:5])=[O:3], predict the reactants needed to synthesize it. The reactants are: C([O:3][C:4]([C:6]1[C:14]2[C:9](=[CH:10][C:11]([CH3:24])=[C:12]([C:15]3[CH:20]=[CH:19][C:18]([O:21][CH3:22])=[CH:17][C:16]=3[F:23])[CH:13]=2)[NH:8][N:7]=1)=[O:5])C.[Li+].[OH-].Cl.